This data is from Peptide-MHC class I binding affinity with 185,985 pairs from IEDB/IMGT. The task is: Regression. Given a peptide amino acid sequence and an MHC pseudo amino acid sequence, predict their binding affinity value. This is MHC class I binding data. The MHC is HLA-B53:01 with pseudo-sequence HLA-B53:01. The peptide sequence is SAIPPSRSM. The binding affinity (normalized) is 0.0742.